Dataset: Catalyst prediction with 721,799 reactions and 888 catalyst types from USPTO. Task: Predict which catalyst facilitates the given reaction. (1) Product: [CH3:10][C:11]1[S:12][CH:13]=[C:14]([C:16]2[CH:17]=[C:18]([NH:22][C:3]3[NH:8][C:7](=[O:9])[CH:6]=[CH:5][N:4]=3)[CH:19]=[CH:20][CH:21]=2)[N:15]=1. Reactant: CS[C:3]1[NH:8][C:7](=[O:9])[CH:6]=[CH:5][N:4]=1.[CH3:10][C:11]1[S:12][CH:13]=[C:14]([C:16]2[CH:17]=[C:18]([NH2:22])[CH:19]=[CH:20][CH:21]=2)[N:15]=1. The catalyst class is: 270. (2) Reactant: N=[S:2]1[C:6]2[CH:7]=[C:8]([O:11][CH3:12])[CH:9]=[CH:10][C:5]=2[N:4]=[CH:3]1.[C:13]([C:17]1[CH:30]=[CH:29][CH:28]=[CH:27][C:18]=1[O:19][C:20]1[C:25]([NH2:26])=[CH:24][CH:23]=[CH:22][N:21]=1)([CH3:16])([CH3:15])[CH3:14].O.OP(O)(O)=O. Product: [C:13]([C:17]1[CH:30]=[CH:29][CH:28]=[CH:27][C:18]=1[O:19][C:20]1[C:25]([NH:26][C:3]2[S:2][C:6]3[CH:7]=[C:8]([O:11][CH3:12])[CH:9]=[CH:10][C:5]=3[N:4]=2)=[CH:24][CH:23]=[CH:22][N:21]=1)([CH3:16])([CH3:14])[CH3:15]. The catalyst class is: 5. (3) Reactant: [CH3:1][O:2][C:3](=[O:21])[CH:4]([NH:8][C:9](=[O:20])[CH:10]([NH2:19])[CH2:11][CH2:12][C:13]1[CH:18]=[CH:17][CH:16]=[CH:15][CH:14]=1)[CH:5]([CH3:7])[CH3:6].O.Cl[C:24]([O:26][C:27]1[CH:32]=[CH:31][CH:30]=[CH:29][CH:28]=1)=[O:25].CCN(C(C)C)C(C)C. Product: [CH3:1][O:2][C:3](=[O:21])[CH:4]([NH:8][C:9](=[O:20])[CH:10]([NH:19][C:24]([O:26][C:27]1[CH:32]=[CH:31][CH:30]=[CH:29][CH:28]=1)=[O:25])[CH2:11][CH2:12][C:13]1[CH:14]=[CH:15][CH:16]=[CH:17][CH:18]=1)[CH:5]([CH3:6])[CH3:7]. The catalyst class is: 12. (4) Reactant: [OH:1][CH2:2][C@H:3]1[CH2:8][CH2:7][CH2:6][CH2:5][C@@H:4]1[N:9]([C@H:16]([C:18]1[CH:23]=[CH:22][CH:21]=[CH:20][CH:19]=1)[CH3:17])[CH2:10][C:11]([O:13][CH2:14][CH3:15])=[O:12].C(N(CC)CC)C.[CH3:31][S:32](Cl)(=[O:34])=[O:33]. Product: [CH3:31][S:32]([O:1][CH2:2][C@H:3]1[CH2:8][CH2:7][CH2:6][CH2:5][C@@H:4]1[N:9]([C@H:16]([C:18]1[CH:19]=[CH:20][CH:21]=[CH:22][CH:23]=1)[CH3:17])[CH2:10][C:11]([O:13][CH2:14][CH3:15])=[O:12])(=[O:34])=[O:33]. The catalyst class is: 4. (5) Reactant: [NH2:1][C:2]1[N:3]=[CH:4][C:5]([C:16]2[CH:17]=[N:18][N:19]([CH:21]3[CH2:26][CH2:25][N:24]([C:27](=[O:29])[CH3:28])[CH2:23][CH2:22]3)[CH:20]=2)=[C:6]2[CH:10]=[C:9]([C:11]3[CH2:15][CH2:14][CH2:13][CH:12]=3)[O:8][C:7]=12. Product: [NH2:1][C:2]1[N:3]=[CH:4][C:5]([C:16]2[CH:17]=[N:18][N:19]([CH:21]3[CH2:26][CH2:25][N:24]([C:27](=[O:29])[CH3:28])[CH2:23][CH2:22]3)[CH:20]=2)=[C:6]2[CH:10]=[C:9]([CH:11]3[CH2:12][CH2:13][CH2:14][CH2:15]3)[O:8][C:7]=12. The catalyst class is: 123. (6) Reactant: C(=O)([O-])[O-].[K+].[K+].[F:7][C:8]([F:46])([F:45])[C:9]1[CH:10]=[C:11]([CH:38]=[C:39]([C:41]([F:44])([F:43])[F:42])[CH:40]=1)[CH2:12][NH:13][CH2:14][C:15]1[C:16]([N:25]2[CH2:30][CH2:29][N:28]([CH2:31][CH:32]3[CH2:37][CH2:36][CH2:35][CH2:34][CH2:33]3)[CH2:27][CH2:26]2)=[N:17][C:18]2[C:23]([CH:24]=1)=[CH:22][CH:21]=[CH:20][CH:19]=2.Cl[C:48]([O:50][CH2:51][CH3:52])=[O:49].O. Product: [CH2:51]([O:50][C:48](=[O:49])[N:13]([CH2:12][C:11]1[CH:38]=[C:39]([C:41]([F:44])([F:42])[F:43])[CH:40]=[C:9]([C:8]([F:7])([F:45])[F:46])[CH:10]=1)[CH2:14][C:15]1[C:16]([N:25]2[CH2:30][CH2:29][N:28]([CH2:31][CH:32]3[CH2:33][CH2:34][CH2:35][CH2:36][CH2:37]3)[CH2:27][CH2:26]2)=[N:17][C:18]2[C:23]([CH:24]=1)=[CH:22][CH:21]=[CH:20][CH:19]=2)[CH3:52]. The catalyst class is: 1. (7) Reactant: Cl.[CH3:2][O:3][C:4]1[CH:5]=[C:6]([C:12]2[C:13]([CH3:25])([CH3:24])[C:14](=[O:23])[N:15]([CH:17]3[CH2:22][CH2:21][NH:20][CH2:19][CH2:18]3)[N:16]=2)[CH:7]=[CH:8][C:9]=1[O:10][CH3:11].[O:26]=[C:27]1[CH2:31][CH2:30][CH2:29][N:28]1[CH2:32][C:33](Cl)=[O:34].C(N(CC)CC)C. Product: [CH3:2][O:3][C:4]1[CH:5]=[C:6]([C:12]2[C:13]([CH3:25])([CH3:24])[C:14](=[O:23])[N:15]([CH:17]3[CH2:22][CH2:21][N:20]([C:33](=[O:34])[CH2:32][N:28]4[CH2:29][CH2:30][CH2:31][C:27]4=[O:26])[CH2:19][CH2:18]3)[N:16]=2)[CH:7]=[CH:8][C:9]=1[O:10][CH3:11]. The catalyst class is: 4. (8) Reactant: [CH2:1]([O:3][CH2:4][N:5]1[C:13]2[CH:12]=[CH:11][CH:10]=[C:9]([C:14]([OH:16])=O)[C:8]=2[CH:7]=[CH:6]1)[CH3:2].[CH:17]1([NH2:20])[CH2:19][CH2:18]1.C(N(CC)CC)C.F[P-](F)(F)(F)(F)F.N1(OC(N(C)C)=[N+](C)C)C2N=CC=CC=2N=N1. The catalyst class is: 1. Product: [CH:17]1([NH:20][C:14]([C:9]2[C:8]3[CH:7]=[CH:6][N:5]([CH2:4][O:3][CH2:1][CH3:2])[C:13]=3[CH:12]=[CH:11][CH:10]=2)=[O:16])[CH2:19][CH2:18]1. (9) Reactant: [C:1](Cl)(=[O:5])[CH:2]([CH3:4])[CH3:3].[Cl-].[Al+3].[Cl-].[Cl-].[C:11]([O:14][CH2:15][CH2:16][C:17]1[CH:22]=[CH:21][CH:20]=[CH:19][CH:18]=1)(=[O:13])[CH3:12].Cl. Product: [C:11]([O:14][CH2:15][CH2:16][C:17]1[CH:22]=[CH:21][C:20]([C:1](=[O:5])[CH:2]([CH3:4])[CH3:3])=[CH:19][CH:18]=1)(=[O:13])[CH3:12]. The catalyst class is: 2. (10) Reactant: C(OP([CH2:9][C:10]([O:12][CH2:13][CH3:14])=[O:11])(OCC)=O)C.[H-].[Na+].[F:17][C:18]1[CH:25]=[C:24]([O:26][CH3:27])[CH:23]=[C:22]([F:28])[C:19]=1[CH:20]=O. Product: [F:17][C:18]1[CH:25]=[C:24]([O:26][CH3:27])[CH:23]=[C:22]([F:28])[C:19]=1[CH2:20][CH2:9][C:10]([O:12][CH2:13][CH3:14])=[O:11]. The catalyst class is: 54.